This data is from Peptide-MHC class I binding affinity with 185,985 pairs from IEDB/IMGT. The task is: Regression. Given a peptide amino acid sequence and an MHC pseudo amino acid sequence, predict their binding affinity value. This is MHC class I binding data. The peptide sequence is TTGAEKPKF. The MHC is HLA-A01:01 with pseudo-sequence HLA-A01:01. The binding affinity (normalized) is 0.